From a dataset of TCR-epitope binding with 47,182 pairs between 192 epitopes and 23,139 TCRs. Binary Classification. Given a T-cell receptor sequence (or CDR3 region) and an epitope sequence, predict whether binding occurs between them. The epitope is DATYQRTRALVR. The TCR CDR3 sequence is CSARDRGREKLFF. Result: 1 (the TCR binds to the epitope).